This data is from Reaction yield outcomes from USPTO patents with 853,638 reactions. The task is: Predict the reaction yield, written as a fraction of the theoretical maximum amount of product (1.0 means a 100% yield; for example, 0.34 means a 34% yield). The reactants are C[O:2][C:3]([C:5]1[CH:6]=[C:7]([C:24]([F:27])([F:26])[F:25])[C:8]2[N:9]([C:11]([Cl:23])=[C:12]([C:14](=[O:22])[NH:15][CH2:16][C:17]3[S:18][CH:19]=[CH:20][CH:21]=3)[N:13]=2)[CH:10]=1)=[O:4].[Li+].[OH-]. The catalyst is C1COCC1.O. The product is [Cl:23][C:11]1[N:9]2[CH:10]=[C:5]([C:3]([OH:4])=[O:2])[CH:6]=[C:7]([C:24]([F:26])([F:27])[F:25])[C:8]2=[N:13][C:12]=1[C:14](=[O:22])[NH:15][CH2:16][C:17]1[S:18][CH:19]=[CH:20][CH:21]=1. The yield is 0.110.